From a dataset of Full USPTO retrosynthesis dataset with 1.9M reactions from patents (1976-2016). Predict the reactants needed to synthesize the given product. (1) Given the product [Cl:1][C:2]1[CH:7]=[N:6][C:5]2[NH:8][CH2:9][C:10](=[O:11])[NH:14][C:4]=2[CH:3]=1, predict the reactants needed to synthesize it. The reactants are: [Cl:1][C:2]1[CH:3]=[C:4]([N+:14]([O-])=O)[C:5]([NH:8][CH2:9][C:10](OC)=[O:11])=[N:6][CH:7]=1. (2) Given the product [F:1][C:2]1[CH:3]=[C:4]([CH2:8][CH2:9][C:10]([NH:14][NH:13][C:15]([C:17]2[CH:22]=[CH:21][N:20]=[C:19]([NH:23][C:24](=[O:30])[O:25][C:26]([CH3:28])([CH3:27])[CH3:29])[CH:18]=2)=[O:16])=[O:12])[CH:5]=[CH:6][CH:7]=1, predict the reactants needed to synthesize it. The reactants are: [F:1][C:2]1[CH:3]=[C:4]([CH2:8][CH2:9][C:10]([OH:12])=O)[CH:5]=[CH:6][CH:7]=1.[NH:13]([C:15]([C:17]1[CH:22]=[CH:21][N:20]=[C:19]([NH:23][C:24](=[O:30])[O:25][C:26]([CH3:29])([CH3:28])[CH3:27])[CH:18]=1)=[O:16])[NH2:14]. (3) Given the product [C:1]([S:5][C:6]1[CH:7]=[N:8][CH:9]=[C:17]([CH:13]=1)[C:16]([OH:14])=[O:18])([CH3:4])([CH3:3])[CH3:2], predict the reactants needed to synthesize it. The reactants are: [C:1]([S:5][C:6]1[CH:7]=[N:8][CH:9]=C([CH:13]=1)C#N)([CH3:4])([CH3:3])[CH3:2].[OH-:14].[Na+].[CH2:16]([OH:18])[CH3:17]. (4) Given the product [CH3:40][N:38]1[CH:39]=[C:35]([C:34]2[C:3]([C:1]#[N:2])=[CH:4][C:5]3[N:10]([C:11]4[C:15]5[CH2:16][NH:17][CH2:18][CH2:19][C:14]=5[N:13]([CH:27]5[CH2:28][CH2:29][O:30][CH2:31][CH2:32]5)[N:12]=4)[CH2:9][CH2:8][O:7][C:6]=3[CH:33]=2)[CH:36]=[N:37]1, predict the reactants needed to synthesize it. The reactants are: [C:1]([C:3]1[C:34]([C:35]2[CH:36]=[N:37][N:38]([CH3:40])[CH:39]=2)=[CH:33][C:6]2[O:7][CH2:8][CH2:9][N:10]([C:11]3[C:15]4[CH2:16][N:17](C(OC(C)(C)C)=O)[CH2:18][CH2:19][C:14]=4[N:13]([CH:27]4[CH2:32][CH2:31][O:30][CH2:29][CH2:28]4)[N:12]=3)[C:5]=2[CH:4]=1)#[N:2].FC(F)(F)C(O)=O. (5) Given the product [CH2:23]([N:20]1[CH2:21][CH2:22][CH:17]([NH:16][C:2]2[C:11]3[C:6](=[CH:7][CH:8]=[C:9]([O:12][CH3:13])[CH:10]=3)[C:5]([CH2:14][CH3:15])=[N:4][N:3]=2)[CH2:18][CH2:19]1)[C:24]1[CH:25]=[CH:26][CH:27]=[CH:28][CH:29]=1, predict the reactants needed to synthesize it. The reactants are: Cl[C:2]1[C:11]2[C:6](=[CH:7][CH:8]=[C:9]([O:12][CH3:13])[CH:10]=2)[C:5]([CH2:14][CH3:15])=[N:4][N:3]=1.[NH2:16][CH:17]1[CH2:22][CH2:21][N:20]([CH2:23][C:24]2[CH:29]=[CH:28][CH:27]=[CH:26][CH:25]=2)[CH2:19][CH2:18]1. (6) Given the product [Br:1][C:2]1[CH:3]=[C:4]([N+:9]([O-:11])=[O:10])[C:5]([CH:19]([C:18]([O:25][CH3:26])=[O:24])[C:20]([O:22][CH3:23])=[O:21])=[N:6][CH:7]=1, predict the reactants needed to synthesize it. The reactants are: [Br:1][C:2]1[CH:3]=[C:4]([N+:9]([O-:11])=[O:10])[C:5](Cl)=[N:6][CH:7]=1.C(=O)([O-])[O-].[K+].[K+].[C:18]([O:25][CH3:26])(=[O:24])[CH2:19][C:20]([O:22][CH3:23])=[O:21].CN(C=O)C. (7) Given the product [Cl:1][C:2]1[C:3]([F:17])=[C:4]([C:9]2[N:10]=[CH:11][N:12]=[C:13]([OH:15])[CH:14]=2)[C:5]([I:8])=[CH:6][CH:7]=1, predict the reactants needed to synthesize it. The reactants are: [Cl:1][C:2]1[C:3]([F:17])=[C:4]([C:9]2[CH:14]=[C:13]([O:15]C)[N:12]=[CH:11][N:10]=2)[C:5]([I:8])=[CH:6][CH:7]=1.[Si](I)(C)(C)C.[O-]S([O-])(=S)=O.[Na+].[Na+].C([O-])(O)=O.[Na+]. (8) Given the product [CH2:30]([O:29][C:27](=[O:28])[C:26]1[CH:37]=[CH:38][C:23]([O:14][C:13](=[O:15])[CH:12]([C:8]2[CH:7]=[C:6]3[C:11]([C:2]([CH3:21])([CH3:1])[CH2:3][CH2:4][O:5]3)=[CH:10][CH:9]=2)[CH2:16][CH2:17][CH2:18][CH2:19][CH3:20])=[CH:24][CH:25]=1)[C:31]1[CH:32]=[CH:33][CH:34]=[CH:35][CH:36]=1, predict the reactants needed to synthesize it. The reactants are: [CH3:1][C:2]1([CH3:21])[C:11]2[C:6](=[CH:7][C:8]([CH:12]([CH2:16][CH2:17][CH2:18][CH2:19][CH3:20])[C:13]([OH:15])=[O:14])=[CH:9][CH:10]=2)[O:5][CH2:4][CH2:3]1.O[C:23]1[CH:38]=[CH:37][C:26]([C:27]([O:29][CH2:30][C:31]2[CH:36]=[CH:35][CH:34]=[CH:33][CH:32]=2)=[O:28])=[CH:25][CH:24]=1.C1CCC(N=C=NC2CCCCC2)CC1. (9) Given the product [CH:1]1([NH:4][C:5]([C:7]2[CH:12]=[CH:11][CH:10]=[CH:9][C:8]=2[NH:13][C:14]2[C:19]([Cl:20])=[CH:18][N:17]=[C:16]([NH:21][C:22]3[CH:30]=[CH:29][C:25]([C:26]([NH2:41])=[O:27])=[C:24]([CH:37]4[CH2:39][CH2:38]4)[CH:23]=3)[N:15]=2)=[O:6])[CH2:2][CH2:3]1, predict the reactants needed to synthesize it. The reactants are: [CH:1]1([NH:4][C:5]([C:7]2[CH:12]=[CH:11][CH:10]=[CH:9][C:8]=2[NH:13][C:14]2[C:19]([Cl:20])=[CH:18][N:17]=[C:16]([NH:21][C:22]3[CH:30]=[CH:29][C:25]([C:26](O)=[O:27])=[CH:24][CH:23]=3)[N:15]=2)=[O:6])[CH2:3][CH2:2]1.C(N([CH:37]([CH3:39])[CH3:38])CC)(C)C.C[N:41](C(ON1N=NC2C=CC=NC1=2)=[N+](C)C)C.F[P-](F)(F)(F)(F)F.C1(N)CC1.